This data is from Forward reaction prediction with 1.9M reactions from USPTO patents (1976-2016). The task is: Predict the product of the given reaction. (1) Given the reactants [C:1]([NH:5][C:6]1[CH:11]=[C:10]([C:12]([CH3:15])([CH3:14])[CH3:13])[N:9]=[C:8](Cl)[N:7]=1)([CH3:4])([CH3:3])[CH3:2].[CH3:17][O:18][C:19]([C:21]1([C:25]2[CH:30]=[CH:29][C:28]([NH2:31])=[CH:27][CH:26]=2)[CH2:24][CH2:23][CH2:22]1)=[O:20], predict the reaction product. The product is: [CH3:17][O:18][C:19]([C:21]1([C:25]2[CH:26]=[CH:27][C:28]([NH:31][C:8]3[N:9]=[C:10]([C:12]([CH3:15])([CH3:14])[CH3:13])[CH:11]=[C:6]([NH:5][C:1]([CH3:4])([CH3:3])[CH3:2])[N:7]=3)=[CH:29][CH:30]=2)[CH2:22][CH2:23][CH2:24]1)=[O:20]. (2) Given the reactants [OH-].[Na+].[CH2:3]([C:5]1[O:9][N:8]=[C:7]([C:10]([O:12]CC)=[O:11])[CH:6]=1)[CH3:4], predict the reaction product. The product is: [CH2:3]([C:5]1[O:9][N:8]=[C:7]([C:10]([OH:12])=[O:11])[CH:6]=1)[CH3:4]. (3) Given the reactants C(OC([N:8]1[CH2:13][CH2:12][N:11]([C:14]2[CH:15]=[N:16][C:17]([NH:20][C:21]3[N:26]=[C:25]([NH:27][CH:28]4[CH2:32][CH2:31][CH2:30][CH2:29]4)[N:24]=[CH:23][N:22]=3)=[CH:18][CH:19]=2)[CH2:10][CH2:9]1)=O)(C)(C)C.[ClH:33].CO.C(OCC)C, predict the reaction product. The product is: [ClH:33].[CH:28]1([NH:27][C:25]2[N:26]=[C:21]([NH:20][C:17]3[CH:18]=[CH:19][C:14]([N:11]4[CH2:12][CH2:13][NH:8][CH2:9][CH2:10]4)=[CH:15][N:16]=3)[N:22]=[CH:23][N:24]=2)[CH2:32][CH2:31][CH2:30][CH2:29]1. (4) Given the reactants B(OC)(OC)OC.C1(C(C2C=CC=CC=2)([C@H]2CCCN2)O)C=CC=CC=1.[CH3:27][S:28]([C:31]1[CH:32]=[C:33]([C:37](=[O:39])[CH3:38])[CH:34]=[CH:35][CH:36]=1)(=[O:30])=[O:29], predict the reaction product. The product is: [CH3:27][S:28]([C:31]1[CH:32]=[C:33]([C@H:37]([OH:39])[CH3:38])[CH:34]=[CH:35][CH:36]=1)(=[O:29])=[O:30]. (5) Given the reactants [Br:1]Br.[NH:3]1[C:11]2[C:6](=[CH:7][CH:8]=[CH:9][CH:10]=2)[C:5]2([CH2:13][CH2:12]2)[C:4]1=[O:14].C(O)(=O)C.C([O-])(=O)C.[Na+], predict the reaction product. The product is: [Br:1][C:8]1[CH:7]=[C:6]2[C:11](=[CH:10][CH:9]=1)[NH:3][C:4](=[O:14])[C:5]12[CH2:12][CH2:13]1. (6) Given the reactants CN(C(ON1N=NC2C=CC=NC1=2)=[N+](C)C)C.F[P-](F)(F)(F)(F)F.[Br:25][C:26]1[CH:34]=[CH:33][C:29]([C:30](O)=[O:31])=[C:28]([NH:35][S:36]([C:39]2[C:40]3[N:41]=[CH:42][CH:43]=[N:44][C:45]=3[CH:46]=[CH:47][CH:48]=2)(=[O:38])=[O:37])[CH:27]=1.[CH3:49][C@H:50]1[CH2:55][O:54][CH2:53][CH2:52][NH:51]1, predict the reaction product. The product is: [Br:25][C:26]1[CH:34]=[CH:33][C:29]([C:30]([N:51]2[CH2:52][CH2:53][O:54][CH2:55][C@@H:50]2[CH3:49])=[O:31])=[C:28]([NH:35][S:36]([C:39]2[C:40]3[N:41]=[CH:42][CH:43]=[N:44][C:45]=3[CH:46]=[CH:47][CH:48]=2)(=[O:38])=[O:37])[CH:27]=1. (7) Given the reactants [N:1]1([C:7]2[CH:12]=[CH:11][C:10]([NH:13][C:14](=[O:16])[CH3:15])=[CH:9][CH:8]=2)[CH2:6][CH2:5][O:4][CH2:3][CH2:2]1.[N+:17]([O-])([OH:19])=[O:18].[OH-].N, predict the reaction product. The product is: [N:1]1([C:7]2[CH:8]=[CH:9][C:10]([NH:13][C:14](=[O:16])[CH3:15])=[C:11]([N+:17]([O-:19])=[O:18])[CH:12]=2)[CH2:2][CH2:3][O:4][CH2:5][CH2:6]1. (8) Given the reactants [C:1]([NH:8][CH2:9][CH2:10][C:11]1[CH:19]=[C:18]([F:20])[C:14]([C:15]([NH2:17])=O)=[C:13]([F:21])[CH:12]=1)([O:3][C:4]([CH3:7])([CH3:6])[CH3:5])=[O:2].N1C(Cl)=NC(Cl)=NC=1Cl.O, predict the reaction product. The product is: [C:1]([NH:8][CH2:9][CH2:10][C:11]1[CH:12]=[C:13]([F:21])[C:14]([C:15]#[N:17])=[C:18]([F:20])[CH:19]=1)([O:3][C:4]([CH3:6])([CH3:7])[CH3:5])=[O:2]. (9) Given the reactants [Br:1]N1C(=O)CCC1=O.C([O-])(=O)C.[Na+].[Cl:14][C:15]1[CH:20]=[CH:19][CH:18]=[CH:17][C:16]=1[CH:21]1[CH2:26][CH2:25][C:24]([O:27][Si](C)(C)C)=[CH:23][CH2:22]1, predict the reaction product. The product is: [Br:1][CH:25]1[CH2:26][CH:21]([C:16]2[CH:17]=[CH:18][CH:19]=[CH:20][C:15]=2[Cl:14])[CH2:22][CH2:23][C:24]1=[O:27]. (10) Given the reactants [OH:1][C:2]([CH3:35])([CH3:34])[CH2:3][C@@:4]1([C:28]2[CH:33]=[CH:32][CH:31]=[CH:30][CH:29]=2)[O:9][C:8](=[O:10])[N:7]([C@H:11]([C:13]2[CH:18]=[CH:17][C:16](B3OC(C)(C)C(C)(C)O3)=[CH:15][CH:14]=2)[CH3:12])[CH2:6][CH2:5]1.Br[C:37]1[CH:38]=[N:39][N:40]([CH:42]2[CH2:47][CH2:46][O:45][CH2:44][CH2:43]2)[CH:41]=1, predict the reaction product. The product is: [OH:1][C:2]([CH3:35])([CH3:34])[CH2:3][C@@:4]1([C:28]2[CH:33]=[CH:32][CH:31]=[CH:30][CH:29]=2)[O:9][C:8](=[O:10])[N:7]([C@H:11]([C:13]2[CH:18]=[CH:17][C:16]([C:37]3[CH:38]=[N:39][N:40]([CH:42]4[CH2:47][CH2:46][O:45][CH2:44][CH2:43]4)[CH:41]=3)=[CH:15][CH:14]=2)[CH3:12])[CH2:6][CH2:5]1.